This data is from B-cell epitopes from IEDB database with 3,159 antigens for binding position prediction. The task is: Token-level Classification. Given an antigen amino acid sequence, predict which amino acid positions are active epitope sites capable of antibody binding. Output is a list of indices for active positions. (1) Given the antigen sequence: MGQIFSRSASPIPRPPRGLAAHHWLNFLQAAYRLEPGPSSYDFHQLKKFLKIALETPVWICPINYSLLASLLPKGYPGRVNEILHILIQTQAQIPSRPAPPPPSSSTHDPPDSDPQIPPPYVEPTAPQVLPVMHPHGAPPNHRPWQMKDLQAIKQEVSQAAPGSPQFMQTIRLAVQQFDPTAKDLQDLLQYLCSSLVASLHHQQLDSLISEAETRGITGYNPLAGPLRVQANNPQQQGLRREYQQLWLAAFAALPGSAKDPSWASILQGLEEPYHAFVERLNIALDNGLPEGTPKDPILRSLAYSNANKECQKLLQARGHTNSPLGDMLRACQAWTPKDKTKVLVVQPKKPPPNQPCFRCGKAGHWSRDCTQPRPPPGPCPLCQDPTHWKRDCPRLKPTIPEPEPEEDALLLDLPADIPHPKNLHRGGGLTSPPTLQQVLPNQDPTSILPVIPLDPARRPVIKAQIDTQTSHPKTIEALLDTGADMTVLPIALFSSNTPL..., which amino acid positions are active epitope sites? The epitope positions are: [117, 118, 119, 120, 121, 122, 123, 124, 125, 126, 127, 128, 129, 130, 131, 132, 133, 134, 135, 136]. The amino acids at these positions are: PPPYVEPTAPQVLPVMHPHG. (2) Given the antigen sequence: MAFVLSLLMALVLVSYGQGRSLGCYLSEDHMLGARENLRLLARMNRLSPHPCLQDRKDFGLPQEMVEGNQLQKDQAISVLHEMLQQCLNLFYTEHSSAAWNTTLLEQLCTGLQQQLEDLDACLGPVMGEKDSDMGRMGPILTVKKYFQGIHVYLKEKEYSDCAWEIIRVEMMRALSSSTTLQKRLRKMGGDLNSL, which amino acid positions are active epitope sites? The epitope positions are: [151, 152, 153, 154, 155, 156, 157, 158, 159, 160, 161, 162, 163, 164, 165, 166, 167, 168, 169, 170... (21 total positions)]. The amino acids at these positions are: VYLKEKEYSDCAWEIIRVEMM.